This data is from Reaction yield outcomes from USPTO patents with 853,638 reactions. The task is: Predict the reaction yield, written as a fraction of the theoretical maximum amount of product (1.0 means a 100% yield; for example, 0.34 means a 34% yield). The reactants are [Br:1][C:2]1[CH:3]=[N:4][C:5]([NH:8][CH2:9][CH:10]2[C:15]([CH3:17])([CH3:16])[CH2:14][CH2:13][CH2:12][NH:11]2)=[N:6][CH:7]=1.[N:18]1[C:27]2[C:22](=[CH:23][CH:24]=[CH:25][C:26]=2[C:28](O)=[O:29])[CH:21]=[CH:20][CH:19]=1.C(N(C(C)C)CC)(C)C. The catalyst is CN(C)C=O. The product is [Br:1][C:2]1[CH:3]=[N:4][C:5]([NH:8][CH2:9][CH:10]2[C:15]([CH3:17])([CH3:16])[CH2:14][CH2:13][CH2:12][N:11]2[C:28]([C:26]2[CH:25]=[CH:24][CH:23]=[C:22]3[C:27]=2[N:18]=[CH:19][CH:20]=[CH:21]3)=[O:29])=[N:6][CH:7]=1. The yield is 0.320.